Dataset: Full USPTO retrosynthesis dataset with 1.9M reactions from patents (1976-2016). Task: Predict the reactants needed to synthesize the given product. (1) Given the product [CH2:13]([O:15][C:16]([C:18]1[CH:22]=[C:21]([C:24]2[CH:29]=[CH:28][C:27]([NH:30][C:31]([O:33][C:34]([CH3:37])([CH3:35])[CH3:36])=[O:32])=[CH:26][N:25]=2)[N:20]([C:38]2[CH:39]=[N:40][CH:41]=[CH:42][CH:43]=2)[N:19]=1)=[O:17])[CH3:14], predict the reactants needed to synthesize it. The reactants are: C(N(CC)CC)C.CS(Cl)(=O)=O.[CH2:13]([O:15][C:16]([C:18]1[CH2:22][C:21]([C:24]2[CH:29]=[CH:28][C:27]([NH:30][C:31]([O:33][C:34]([CH3:37])([CH3:36])[CH3:35])=[O:32])=[CH:26][N:25]=2)(O)[N:20]([C:38]2[CH:39]=[N:40][CH:41]=[CH:42][CH:43]=2)[N:19]=1)=[O:17])[CH3:14]. (2) Given the product [Cl:14][C:12]1[N:11]=[C:10]2[C:6]([N:7]=[CH:8][N:9]2[CH:15]2[CH2:19][CH2:18][CH2:17][CH2:16]2)=[C:5]([NH:4][CH2:3][CH2:2][NH:1][CH2:25][C:24]2[CH:27]=[C:28]([O:32][CH3:33])[C:29]([O:30][CH3:31])=[C:22]([O:21][CH3:20])[CH:23]=2)[N:13]=1, predict the reactants needed to synthesize it. The reactants are: [NH2:1][CH2:2][CH2:3][NH:4][C:5]1[N:13]=[C:12]([Cl:14])[N:11]=[C:10]2[C:6]=1[N:7]=[CH:8][N:9]2[CH:15]1[CH2:19][CH2:18][CH2:17][CH2:16]1.[CH3:20][O:21][C:22]1[CH:23]=[C:24]([CH:27]=[C:28]([O:32][CH3:33])[C:29]=1[O:30][CH3:31])[CH:25]=O.CO.[BH3-]C#N.[Na+]. (3) Given the product [F:1][C:2]1[CH:3]=[C:4]([CH:20]=[C:21]([CH2:23][NH:25][C:26]([C:28]2[NH:29][C:30]3[C:35]([C:36]=2[CH3:37])=[CH:34][C:33]([F:38])=[CH:32][CH:31]=3)=[O:27])[CH:22]=1)[O:5][C:6]1[CH:7]=[C:8]([CH2:19][C:42]([OH:60])=[O:41])[CH:9]=[CH:17][CH:18]=1, predict the reactants needed to synthesize it. The reactants are: [F:1][C:2]1[CH:3]=[C:4]([CH:20]=[C:21]([CH:23]([NH:25][C:26]([C:28]2[N:29](C)[C:30]3[C:35]([C:36]=2[CH3:37])=[CH:34][C:33]([F:38])=[CH:32][CH:31]=3)=[O:27])C)[CH:22]=1)[O:5][C:6]1[CH:18]=[CH:17][C:9](OC(C)(C)C(O)=O)=[C:8]([CH3:19])[CH:7]=1.C[O:41][C:42](=[O:60])CC1C=CC=C(OC2C=C(F)C=C(CN)C=2)C=1. (4) The reactants are: [N+:1]([C:4]1[CH:11]=[CH:10][CH:9]=[CH:8][C:5]=1[CH2:6]Br)([O-:3])=[O:2].CN(C=O)C.[CH2:17]([S-:19])[CH3:18].[Na+]. Given the product [CH2:17]([S:19][CH2:6][C:5]1[CH:8]=[CH:9][CH:10]=[CH:11][C:4]=1[N+:1]([O-:3])=[O:2])[CH3:18], predict the reactants needed to synthesize it.